This data is from Forward reaction prediction with 1.9M reactions from USPTO patents (1976-2016). The task is: Predict the product of the given reaction. Given the reactants Br[CH2:2][C:3]1[CH:8]=[CH:7][CH:6]=[C:5]([N+:9]([O-:11])=[O:10])[CH:4]=1.[P:12]([O:19]CC)([O:16][CH2:17][CH3:18])[O:13][CH2:14][CH3:15], predict the reaction product. The product is: [N+:9]([C:5]1[CH:4]=[C:3]([CH:8]=[CH:7][CH:6]=1)[CH2:2][P:12](=[O:19])([O:16][CH2:17][CH3:18])[O:13][CH2:14][CH3:15])([O-:11])=[O:10].